Dataset: Full USPTO retrosynthesis dataset with 1.9M reactions from patents (1976-2016). Task: Predict the reactants needed to synthesize the given product. (1) The reactants are: C(OC([NH:8][CH2:9][C:10]([NH:12][C@H:13]([C:23]([O:25][CH2:26][CH3:27])=[O:24])[CH2:14][C:15]1[CH:20]=[CH:19][CH:18]=[C:17]([O:21][CH3:22])[N:16]=1)=[O:11])=O)(C)(C)C.FC(F)(F)C(O)=O. Given the product [NH2:8][CH2:9][C:10]([NH:12][C@H:13]([C:23]([O:25][CH2:26][CH3:27])=[O:24])[CH2:14][C:15]1[CH:20]=[CH:19][CH:18]=[C:17]([O:21][CH3:22])[N:16]=1)=[O:11], predict the reactants needed to synthesize it. (2) The reactants are: [CH2:1]([O:8][C:9](=[O:24])[NH:10][C@@H:11]1[C:20]2[C:15](=[CH:16][CH:17]=[C:18]([O:21][CH3:22])[N:19]=2)[NH:14][C@H:13]([CH3:23])[CH2:12]1)[C:2]1[CH:7]=[CH:6][CH:5]=[CH:4][CH:3]=1.N1C=CC=CC=1.Cl[C:32]([O:34][CH2:35][CH3:36])=[O:33].C(O)(=O)CC(CC(O)=O)(C(O)=O)O. Given the product [CH2:35]([O:34][C:32]([N:14]1[C:15]2[C:20](=[N:19][C:18]([O:21][CH3:22])=[CH:17][CH:16]=2)[C@@H:11]([NH:10][C:9]([O:8][CH2:1][C:2]2[CH:7]=[CH:6][CH:5]=[CH:4][CH:3]=2)=[O:24])[CH2:12][C@H:13]1[CH3:23])=[O:33])[CH3:36], predict the reactants needed to synthesize it. (3) The reactants are: [Br:1][C:2]1[CH:3]=[CH:4][C:5]([C:8]2[CH2:12][CH:11]([CH2:13]Cl)[O:10][N:9]=2)=[N:6][CH:7]=1.[SH:15][CH2:16][CH2:17][OH:18].C(=O)([O-])[O-].[K+].[K+].CN(C=O)C. Given the product [Br:1][C:2]1[CH:3]=[CH:4][C:5]([C:8]2[CH2:12][CH:11]([CH2:13][S:15][CH2:16][CH2:17][OH:18])[O:10][N:9]=2)=[N:6][CH:7]=1, predict the reactants needed to synthesize it. (4) Given the product [C:1]([O:4][C@H:5]([C:8]#[C:9][C:10]#[C:11][C@H:12]([N:22]=[C:23]=[S:24])[CH2:13][CH2:14][CH2:15][CH2:16][CH2:17][CH2:18][CH2:19][CH2:20][CH3:21])[CH:6]=[CH2:7])(=[O:3])[CH3:2], predict the reactants needed to synthesize it. The reactants are: [C:1]([O:4][C@H:5]([C:8]#[C:9][C:10]#[C:11][C@H:12]([NH2:22])[CH2:13][CH2:14][CH2:15][CH2:16][CH2:17][CH2:18][CH2:19][CH2:20][CH3:21])[CH:6]=[CH2:7])(=[O:3])[CH3:2].[C:23](Cl)(Cl)=[S:24]. (5) Given the product [C:1]([O:20][CH2:21][C@@H:22]([O:23][C:24](=[O:42])[CH2:25][CH2:26][CH2:27][CH2:28][CH2:29][CH2:30][CH2:31]/[CH:32]=[CH:33]\[CH2:34][CH2:35][CH2:36][CH2:37][CH2:38][CH2:39][CH2:40][CH3:41])[CH2:43][O:44][P:45]([O:48][CH2:49][CH2:50][NH:51][C:85](=[O:86])[CH2:84][CH2:83][CH2:82][C:81]([O:80][CH2:79]/[CH:78]=[C:77](\[CH3:76])/[CH:89]=[CH:90]/[CH:91]=[C:92](\[CH3:104])/[CH:93]=[CH:94]/[C:95]1[C:100]([CH3:101])([CH3:102])[CH2:99][CH2:98][CH2:97][C:96]=1[CH3:103])=[O:88])([OH:47])=[O:46])(=[O:19])[CH2:2][CH2:3][CH2:4][CH2:5][CH2:6][CH2:7][CH2:8]/[CH:9]=[CH:10]\[CH2:11][CH2:12][CH2:13][CH2:14][CH2:15][CH2:16][CH2:17][CH3:18], predict the reactants needed to synthesize it. The reactants are: [C:1]([O:20][CH2:21][C@H:22]([CH2:43][O:44][P:45]([O:48][CH2:49][CH2:50][NH2:51])([OH:47])=[O:46])[O:23][C:24](=[O:42])[CH2:25][CH2:26][CH2:27][CH2:28][CH2:29][CH2:30][CH2:31]/[CH:32]=[CH:33]\[CH2:34][CH2:35][CH2:36][CH2:37][CH2:38][CH2:39][CH2:40][CH3:41])(=[O:19])[CH2:2][CH2:3][CH2:4][CH2:5][CH2:6][CH2:7][CH2:8]/[CH:9]=[CH:10]\[CH2:11][CH2:12][CH2:13][CH2:14][CH2:15][CH2:16][CH2:17][CH3:18].F[P-](F)(F)(F)(F)F.C[N+](C)=C(N(C)C)ON1C2N=CC=CC=2N=N1.[CH3:76]/[C:77](/[CH:89]=[CH:90]/[CH:91]=[C:92](\[CH3:104])/[CH:93]=[CH:94]/[C:95]1[C:100]([CH3:102])([CH3:101])[CH2:99][CH2:98][CH2:97][C:96]=1[CH3:103])=[CH:78]\[CH2:79][O:80][C:81](=[O:88])[CH2:82][CH2:83][CH2:84][C:85](O)=[O:86].C(N(CC)C(C)C)(C)C. (6) Given the product [OH:1][C:2]1[CH:10]=[CH:9][C:5]([C:6]([O:8][CH3:17])=[O:7])=[CH:4][N:3]=1, predict the reactants needed to synthesize it. The reactants are: [OH:1][C:2]1[CH:10]=[CH:9][C:5]([C:6]([OH:8])=[O:7])=[CH:4][N:3]=1.S(=O)(=O)(O)O.O.[C:17](=O)(O)[O-].[Na+]. (7) The reactants are: ClC1C=CC=CC=1NC(=O)NC1C=CC(C2C=C3C(CN([C@@H](C(C)C)C(O)=O)C3=O)=CC=2)=NC=1.[CH2:35]1[C:43]2[C:38](=[CH:39][C:40]([NH:44][C:45](=[O:71])[NH:46][C:47]3[CH:48]=[CH:49][C:50]([C:53]4[CH:61]=[C:60]5[C:56]([CH2:57][N:58]([C@@H:63]([CH:68]([CH3:70])[CH3:69])[C:64]([O:66]C)=[O:65])[C:59]5=[O:62])=[CH:55][CH:54]=4)=[N:51][CH:52]=3)=[CH:41][CH:42]=2)[CH2:37][CH2:36]1. Given the product [CH2:35]1[C:43]2[C:38](=[CH:39][C:40]([NH:44][C:45](=[O:71])[NH:46][C:47]3[CH:48]=[CH:49][C:50]([C:53]4[CH:61]=[C:60]5[C:56]([CH2:57][N:58]([C@@H:63]([CH:68]([CH3:69])[CH3:70])[C:64]([OH:66])=[O:65])[C:59]5=[O:62])=[CH:55][CH:54]=4)=[N:51][CH:52]=3)=[CH:41][CH:42]=2)[CH2:37][CH2:36]1, predict the reactants needed to synthesize it.